Dataset: Forward reaction prediction with 1.9M reactions from USPTO patents (1976-2016). Task: Predict the product of the given reaction. (1) Given the reactants Br[C:2]1[N:10]([CH2:11][C:12]2[CH:17]=[CH:16][CH:15]=[C:14]([Br:18])[CH:13]=2)[C:9]2[C:8](=[O:19])[N:7]([CH3:20])[C:6](=[O:21])[N:5]([CH3:22])[C:4]=2[N:3]=1.O.O.O.O.O.O.O.O.O.[S-2:32].[Na+].[Na+].C(O)(=O)C, predict the reaction product. The product is: [Br:18][C:14]1[CH:13]=[C:12]([CH:17]=[CH:16][CH:15]=1)[CH2:11][N:10]1[C:9]2[C:8](=[O:19])[N:7]([CH3:20])[C:6](=[O:21])[N:5]([CH3:22])[C:4]=2[N:3]=[C:2]1[SH:32]. (2) Given the reactants [NH2:1][CH2:2][CH2:3][NH:4][C@H:5]1[CH2:10][CH2:9][C@H:8]([CH2:11][C:12]([NH:14][C@H:15]2[CH2:20][C:19]3[CH:21]=[CH:22][CH:23]=[C:24]([C:25]([OH:27])=[O:26])[C:18]=3[O:17][B:16]2[OH:28])=[O:13])[CH2:7][CH2:6]1.C(O)(=O)C.[Si:33]([O:40][CH2:41][CH:42]=O)([C:36]([CH3:39])([CH3:38])[CH3:37])([CH3:35])[CH3:34].C(O[BH-](OC(=O)C)OC(=O)C)(=O)C.[Na+], predict the reaction product. The product is: [Si:33]([O:40][CH2:41][CH2:42][NH:1][CH2:2][CH2:3][NH:4][C@H:5]1[CH2:10][CH2:9][C@H:8]([CH2:11][C:12]([NH:14][C@H:15]2[CH2:20][C:19]3[CH:21]=[CH:22][CH:23]=[C:24]([C:25]([OH:27])=[O:26])[C:18]=3[O:17][B:16]2[OH:28])=[O:13])[CH2:7][CH2:6]1)([C:36]([CH3:39])([CH3:38])[CH3:37])([CH3:35])[CH3:34]. (3) Given the reactants [OH:1][CH2:2][C@H:3]1[CH2:7][CH2:6][C:5](=[O:8])[N:4]1[CH2:9][C:10]1[S:11][CH:12]=[C:13](/[CH:15]=[CH:16]/[C:17]([O:19][CH2:20][CH2:21][CH2:22][CH3:23])=[O:18])[N:14]=1.[BH4-].[Na+], predict the reaction product. The product is: [OH:1][CH2:2][C@H:3]1[CH2:7][CH2:6][C:5](=[O:8])[N:4]1[CH2:9][C:10]1[S:11][CH:12]=[C:13]([CH2:15][CH2:16][C:17]([O:19][CH2:20][CH2:21][CH2:22][CH3:23])=[O:18])[N:14]=1. (4) Given the reactants [CH3:1][C:2]1[N:3]([C:12]2[CH:17]=[C:16]([NH:18][C:19]3[N:24]=[C:23]([C:25]([F:28])([F:27])[F:26])[CH:22]=[CH:21][N:20]=3)[CH:15]=[C:14]([CH3:29])[CH:13]=2)[CH:4]=[C:5](C(OCC)=O)[N:6]=1.[CH3:30][Mg]Br.[CH2:33]1[CH2:37][O:36]CC1, predict the reaction product. The product is: [CH3:1][C:2]1[N:3]([C:12]2[CH:17]=[C:16]([NH:18][C:19]3[N:24]=[C:23]([C:25]([F:27])([F:28])[F:26])[CH:22]=[CH:21][N:20]=3)[CH:15]=[C:14]([CH3:29])[CH:13]=2)[CH:4]=[C:5]([C:37]([OH:36])([CH3:33])[CH3:30])[N:6]=1. (5) The product is: [Cl:25][C:26]1[C:27]([CH3:33])=[C:28]([NH:29][S:15]([NH:13][C:11]2[CH:12]=[C:3]([O:2][CH3:1])[CH:4]=[C:5]3[C:10]=2[N:9]=[CH:8][CH:7]=[CH:6]3)(=[O:18])=[O:16])[CH:30]=[CH:31][CH:32]=1. Given the reactants [CH3:1][O:2][C:3]1[CH:4]=[C:5]2[C:10](=[C:11]([NH2:13])[CH:12]=1)[N:9]=[CH:8][CH:7]=[CH:6]2.Cl[S:15]([OH:18])(=O)=[O:16].P(Cl)(Cl)(Cl)(Cl)Cl.[Cl:25][C:26]1[C:27]([CH3:33])=[C:28]([CH:30]=[CH:31][CH:32]=1)[NH2:29].CCN(C(C)C)C(C)C, predict the reaction product. (6) The product is: [OH:18][N:20]=[CH:1][CH:3]1[CH2:8][CH2:7][N:6]([C:9]([O:11][C:12]([CH3:15])([CH3:14])[CH3:13])=[O:10])[CH2:5][CH2:4]1. Given the reactants [CH:1]([CH:3]1[CH2:8][CH2:7][N:6]([C:9]([O:11][C:12]([CH3:15])([CH3:14])[CH3:13])=[O:10])[CH2:5][CH2:4]1)=O.CO.[OH2:18].Cl.[NH2:20]O.C(=O)([O-])[O-].[Na+].[Na+], predict the reaction product. (7) Given the reactants [OH:1][C:2]1[CH:9]=[CH:8][C:5]([CH:6]=[O:7])=[CH:4][CH:3]=1.C(=O)([O-])[O-].[K+].[K+].CN(C=O)C.[Br:21][CH:22](Br)[CH3:23], predict the reaction product. The product is: [Br:21][CH2:22][CH2:23][O:1][C:2]1[CH:9]=[CH:8][C:5]([CH:6]=[O:7])=[CH:4][CH:3]=1.